From a dataset of Full USPTO retrosynthesis dataset with 1.9M reactions from patents (1976-2016). Predict the reactants needed to synthesize the given product. (1) Given the product [Br:15][C:16]1[CH:21]=[CH:20][C:19]([CH2:22][O:1][C:2]2[N:6]([C:7]3[CH:12]=[C:11]([C:13]#[N:14])[CH:10]=[CH:9][N:8]=3)[N:5]=[CH:4][CH:3]=2)=[CH:18][CH:17]=1, predict the reactants needed to synthesize it. The reactants are: [OH:1][C:2]1[N:6]([C:7]2[CH:12]=[C:11]([C:13]#[N:14])[CH:10]=[CH:9][N:8]=2)[N:5]=[CH:4][CH:3]=1.[Br:15][C:16]1[CH:21]=[CH:20][C:19]([CH2:22]O)=[CH:18][CH:17]=1. (2) Given the product [Cl:1][C:2]1[CH:15]=[CH:14][C:5]([O:6][C:7]2[CH:13]=[CH:12][CH:11]=[CH:10][C:8]=2[NH:9][CH:36]([C:32]2[CH:31]=[C:30]([N:27]3[CH2:28][CH2:29][CH2:22][C:25]3=[O:26])[CH:35]=[CH:34][CH:33]=2)[CH3:37])=[CH:4][CH:3]=1, predict the reactants needed to synthesize it. The reactants are: [Cl:1][C:2]1[CH:15]=[CH:14][C:5]([O:6][C:7]2[CH:13]=[CH:12][CH:11]=[CH:10][C:8]=2[NH2:9])=[CH:4][CH:3]=1.C(N1CC[CH:22]([C:25]([N:27]([C:30]2[CH:35]=[CH:34][CH:33]=[C:32]([C:36](=O)[CH3:37])[CH:31]=2)[CH2:28][CH3:29])=[O:26])CC1)(=O)C.C(O[BH-](OC(=O)C)OC(=O)C)(=O)C.[Na+].C(=O)(O)[O-].[Na+].